This data is from Reaction yield outcomes from USPTO patents with 853,638 reactions. The task is: Predict the reaction yield, written as a fraction of the theoretical maximum amount of product (1.0 means a 100% yield; for example, 0.34 means a 34% yield). (1) The reactants are [N:1]1([CH2:6][CH2:7][CH2:8][NH:9][C:10]2[CH:15]=[CH:14][C:13]([N+:16]([O-])=O)=[CH:12][C:11]=2[F:19])[CH:5]=[CH:4][N:3]=[CH:2]1. The catalyst is C1COCC1.[Pd]. The product is [N:1]1([CH2:6][CH2:7][CH2:8][NH:9][C:10]2[CH:15]=[CH:14][C:13]([NH2:16])=[CH:12][C:11]=2[F:19])[CH:5]=[CH:4][N:3]=[CH:2]1. The yield is 0.940. (2) The reactants are Br[C:2]1[CH:15]=[CH:14][CH:13]=[CH:12][C:3]=1[CH2:4][NH:5][C:6](=[O:11])[C:7]([F:10])([F:9])[F:8].CC1(C)C(C)(C)OB([C:24]2[CH:30]=[CH:29][C:27]([NH2:28])=[CH:26][CH:25]=2)O1.C1C=CC(P(C2C=CC=CC=2)C2C=CC=CC=2)=CC=1.C([O-])([O-])=O.[K+].[K+]. The catalyst is CN(C=O)C.CC([O-])=O.CC([O-])=O.[Pd+2]. The product is [NH2:28][C:27]1[CH:29]=[CH:30][C:24]([C:2]2[CH:15]=[CH:14][CH:13]=[CH:12][C:3]=2[CH2:4][NH:5][C:6](=[O:11])[C:7]([F:10])([F:9])[F:8])=[CH:25][CH:26]=1. The yield is 0.490. (3) No catalyst specified. The yield is 0.170. The reactants are [NH:1]1[CH2:16][CH2:15][CH2:14][CH:3]([C:4]([O:6][CH2:7][C:8]2[CH:13]=[CH:12][CH:11]=[CH:10][CH:9]=2)=[O:5])[CH2:2]1.F[C:18]1[CH:27]=[CH:26][CH:25]=[CH:24][C:19]=1[C:20]([O:22][CH3:23])=[O:21]. The product is [CH3:23][O:22][C:20]([C:19]1[CH:24]=[CH:25][CH:26]=[CH:27][C:18]=1[N:1]1[CH2:16][CH2:15][CH2:14][CH:3]([C:4]([O:6][CH2:7][C:8]2[CH:13]=[CH:12][CH:11]=[CH:10][CH:9]=2)=[O:5])[CH2:2]1)=[O:21]. (4) The reactants are C([Sn](CCCC)(CCCC)[C:6]1[N:7]=[CH:8][N:9]([C:11]2[CH:16]=[C:15]([C:17]([F:20])([F:19])[F:18])[CH:14]=[C:13]([C:21]3[CH:26]=[CH:25][C:24]([C:27]([F:30])([F:29])[F:28])=[CH:23][CH:22]=3)[N:12]=2)[CH:10]=1)CCC.[C:39]([NH:43][S:44]([C:47]1[S:51][C:50](Cl)=[N:49][CH:48]=1)(=[O:46])=[O:45])([CH3:42])([CH3:41])[CH3:40].CCCCCCC. The catalyst is C1(C)C=CC=CC=1.C1C=CC([P]([Pd]([P](C2C=CC=CC=2)(C2C=CC=CC=2)C2C=CC=CC=2)([P](C2C=CC=CC=2)(C2C=CC=CC=2)C2C=CC=CC=2)[P](C2C=CC=CC=2)(C2C=CC=CC=2)C2C=CC=CC=2)(C2C=CC=CC=2)C2C=CC=CC=2)=CC=1. The product is [C:39]([NH:43][S:44]([C:47]1[S:51][C:50]([C:6]2[N:7]=[CH:8][N:9]([C:11]3[CH:16]=[C:15]([C:17]([F:20])([F:18])[F:19])[CH:14]=[C:13]([C:21]4[CH:22]=[CH:23][C:24]([C:27]([F:30])([F:28])[F:29])=[CH:25][CH:26]=4)[N:12]=3)[CH:10]=2)=[N:49][CH:48]=1)(=[O:45])=[O:46])([CH3:42])([CH3:40])[CH3:41]. The yield is 0.700. (5) The reactants are [CH3:1][O:2][C:3]1[CH:9]=[CH:8][C:6]([NH2:7])=[C:5]([N+:10]([O-:12])=[O:11])[CH:4]=1.[CH:13]1([CH3:25])[CH2:18][CH2:17][CH:16]([CH:19]([CH3:21])[CH3:20])[CH:15]([C:22](Cl)=[O:23])[CH2:14]1.C(Cl)Cl.Cl. The catalyst is N1C=CC=CC=1. The product is [CH3:1][O:2][C:3]1[CH:9]=[CH:8][C:6]([NH:7][C:22]([CH:15]2[CH2:14][CH:13]([CH3:25])[CH2:18][CH2:17][CH:16]2[CH:19]([CH3:21])[CH3:20])=[O:23])=[C:5]([N+:10]([O-:12])=[O:11])[CH:4]=1. The yield is 0.830.